This data is from Forward reaction prediction with 1.9M reactions from USPTO patents (1976-2016). The task is: Predict the product of the given reaction. (1) Given the reactants [OH:1][C:2]1[CH:11]=[CH:10][CH:9]=[C:8]2[C:3]=1[C:4]([NH:12][C:13]1[CH:18]=[CH:17][C:16]([O:19][C:20]3[CH:21]=[N:22][C:23]([CH3:26])=[CH:24][CH:25]=3)=[C:15]([CH3:27])[CH:14]=1)=[N:5][CH:6]=[N:7]2.[C:28]([O:33][CH3:34])(=[O:32])[C@@H:29]([CH3:31])O, predict the reaction product. The product is: [CH3:27][C:15]1[CH:14]=[C:13]([NH:12][C:4]2[C:3]3[C:8](=[CH:9][CH:10]=[CH:11][C:2]=3[O:1][C@@H:29]([CH3:31])[C:28]([O:33][CH3:34])=[O:32])[N:7]=[CH:6][N:5]=2)[CH:18]=[CH:17][C:16]=1[O:19][C:20]1[CH:21]=[N:22][C:23]([CH3:26])=[CH:24][CH:25]=1. (2) Given the reactants [CH:1]([CH:3]1[CH2:6][N:5]([C:7]([O:9][C:10]([CH3:13])([CH3:12])[CH3:11])=[O:8])[CH2:4]1)=O.Cl.[C:15]1([CH:21]2[CH2:23][CH:22]2[NH2:24])[CH:20]=[CH:19][CH:18]=[CH:17][CH:16]=1.C(O)(=O)C.[BH-](OC(C)=O)(OC(C)=O)OC(C)=O.[Na+], predict the reaction product. The product is: [C:15]1([C@@H:21]2[CH2:23][C@H:22]2[NH:24][CH2:1][CH:3]2[CH2:6][N:5]([C:7]([O:9][C:10]([CH3:13])([CH3:12])[CH3:11])=[O:8])[CH2:4]2)[CH:20]=[CH:19][CH:18]=[CH:17][CH:16]=1. (3) Given the reactants COC1C=CC(C(C2C=CC(OC)=CC=2)OC(C2C=CC=CC=2)[CH:12]2[CH:16](O)[CH2:15][N:14](C(=O)CCCCC[N:24]3[C:32](=[O:33])[C:31]4[C:26](=[CH:27][CH:28]=[CH:29][CH:30]=4)[C:25]3=[O:34])[CH2:13]2)=CC=1.C1(C)C=CC=CC=1.C(CC[O:61][P:62]([N:70](C(C)C)C(C)C)N(C(C)C)C(C)C)#N.C(OCC)(=[O:79])C, predict the reaction product. The product is: [NH:14]1[CH2:15][CH2:16][CH2:12][CH2:13]1.[P:62]([NH2:70])([O-:61])[O:79][N:24]1[C:32](=[O:33])[C:31]2=[CH:30][CH:29]=[CH:28][CH:27]=[C:26]2[C:25]1=[O:34]. (4) Given the reactants [CH2:1]([N:3]1[CH:12]=[C:11]([C:13]([O:15][CH3:16])=[O:14])[C:10]2[C:5](=[CH:6][C:7]([O:20][CH3:21])=[C:8](B(O)O)[CH:9]=2)[C:4]1=[O:22])[CH3:2].[OH-].[Na+].C(=O)(O)[O-:26].[Na+].OO.Cl, predict the reaction product. The product is: [CH3:16][O:15][C:13]([C:11]1[C:10]2[C:5](=[CH:6][C:7]([O:20][CH3:21])=[C:8]([OH:26])[CH:9]=2)[C:4](=[O:22])[N:3]([CH2:1][CH3:2])[CH:12]=1)=[O:14]. (5) The product is: [ClH:1].[S:27]1[CH:28]=[CH:29][CH:30]=[C:26]1[S:25][CH:23]1[CH2:24][NH:21][CH2:22]1. Given the reactants [Cl:1]C(OC(Cl)C)=O.C([N:21]1[CH2:24][CH:23]([S:25][C:26]2[S:27][CH:28]=[CH:29][CH:30]=2)[CH2:22]1)(C1C=CC=CC=1)C1C=CC=CC=1.C(O)C, predict the reaction product. (6) The product is: [CH2:1]([C:3]1[O:4][C:5]2[CH:11]=[C:10]([C:12]([OH:14])=[O:13])[CH:9]=[C:8]([O:17][C:18]3[CH:23]=[CH:22][C:21]([S:24]([CH3:27])(=[O:26])=[O:25])=[CH:20][CH:19]=3)[C:6]=2[CH:7]=1)[CH3:2]. Given the reactants [CH2:1]([C:3]1[O:4][C:5]2[CH:11]=[C:10]([C:12]([O:14]CC)=[O:13])[CH:9]=[C:8]([O:17][C:18]3[CH:23]=[CH:22][C:21]([S:24]([CH3:27])(=[O:26])=[O:25])=[CH:20][CH:19]=3)[C:6]=2[CH:7]=1)[CH3:2].[OH-].[K+], predict the reaction product. (7) Given the reactants [CH3:1][O:2][C:3]1[CH:4]=[C:5]([CH2:9][CH2:10][NH:11][C:12](=O)[CH3:13])[CH:6]=[CH:7][CH:8]=1.O=P12OP3(OP(OP(O3)(O1)=O)(=O)O2)=O, predict the reaction product. The product is: [CH3:1][O:2][C:3]1[CH:4]=[C:5]2[C:6](=[CH:7][CH:8]=1)[C:12]([CH3:13])=[N:11][CH2:10][CH2:9]2. (8) Given the reactants [Cl:1][C:2]1[N:7]([CH2:8][C:9]2[CH:16]=[CH:15][CH:14]=[CH:13][C:10]=2[C:11]#[N:12])[C:6](=[O:17])[NH:5][C:4](=[O:18])[CH:3]=1.[H-].[Na+].[Li+].[Br-].I[CH3:24], predict the reaction product. The product is: [Cl:1][C:2]1[N:7]([CH2:8][C:9]2[CH:16]=[CH:15][CH:14]=[CH:13][C:10]=2[C:11]#[N:12])[C:6](=[O:17])[N:5]([CH3:24])[C:4](=[O:18])[CH:3]=1. (9) Given the reactants [Cl:1][C:2]1[CH:3]=[C:4]([CH:6]=[CH:7][C:8]=1[Cl:9])[NH2:5].C(N(CC)CC)C.[C:17](Cl)(=[O:26])/[CH:18]=[CH:19]/[C:20]1[CH:25]=[CH:24][CH:23]=[CH:22][CH:21]=1, predict the reaction product. The product is: [Cl:1][C:2]1[CH:3]=[C:4]([NH:5][C:17](=[O:26])/[CH:18]=[CH:19]/[C:20]2[CH:25]=[CH:24][CH:23]=[CH:22][CH:21]=2)[CH:6]=[CH:7][C:8]=1[Cl:9]. (10) Given the reactants CC1(C)C(C)(C)OB([C:9]2[CH:10]=[N:11][N:12]([CH:14]3[CH2:19][CH2:18][N:17]([C:20]([O:22][C:23]([CH3:26])([CH3:25])[CH3:24])=[O:21])[CH2:16][CH2:15]3)[CH:13]=2)O1.[NH2:28][C:29]1[C:34]([C:35]2[O:36][C:37]3[C:43]([C:44]([O:46][CH3:47])=[O:45])=[CH:42][CH:41]=[CH:40][C:38]=3[N:39]=2)=[CH:33][C:32](Br)=[CH:31][N:30]=1.[F-].[Cs+], predict the reaction product. The product is: [NH2:28][C:29]1[C:34]([C:35]2[O:36][C:37]3[C:43]([C:44]([O:46][CH3:47])=[O:45])=[CH:42][CH:41]=[CH:40][C:38]=3[N:39]=2)=[CH:33][C:32]([C:9]2[CH:10]=[N:11][N:12]([CH:14]3[CH2:15][CH2:16][N:17]([C:20]([O:22][C:23]([CH3:24])([CH3:25])[CH3:26])=[O:21])[CH2:18][CH2:19]3)[CH:13]=2)=[CH:31][N:30]=1.